This data is from Forward reaction prediction with 1.9M reactions from USPTO patents (1976-2016). The task is: Predict the product of the given reaction. (1) The product is: [F:7][C:6]([F:9])([F:8])[CH:4]([OH:5])[C:3]([NH:12][NH2:13])=[O:2]. Given the reactants C[O:2][C:3](=O)[CH:4]([C:6]([F:9])([F:8])[F:7])[OH:5].O.[NH2:12][NH2:13], predict the reaction product. (2) Given the reactants C(O)(=O)C1C=C[C:5]([C:6]([OH:8])=O)=CC=1.[N-]=C=O.[N-]=C=O.O=C1CC(C)(C)CC(C)=C1.[OH:29][C:30]1[CH:35]=[CH:34][C:33]([C:36]([C:39]2[CH:44]=[CH:43][C:42]([OH:45])=[CH:41][CH:40]=2)([CH3:38])[CH3:37])=[CH:32][CH:31]=1.C1OC1C.NCCCCCCN, predict the reaction product. The product is: [OH:29][C:30]1[CH:31]=[CH:32][C:33]([C:36]([C:39]2[CH:40]=[CH:41][C:42]([OH:45])=[CH:43][CH:44]=2)([CH3:38])[CH3:37])=[CH:34][CH:35]=1.[CH2:6]1[O:8][CH2:5]1. (3) Given the reactants C(OC([N:8]1[CH2:13][CH2:12][CH:11]([N:14]2[CH:18]=[C:17]([C:19]3[CH:24]=[CH:23][N:22]=[CH:21][CH:20]=3)[C:16]([C:25]3[CH:30]=[CH:29][CH:28]=[C:27]([N:31]([S:35]([C:38]4[CH:43]=[C:42]([F:44])[CH:41]=[CH:40][C:39]=4[F:45])(=[O:37])=[O:36])COC)[C:26]=3[F:46])=[N:15]2)[CH2:10][CH2:9]1)=O)(C)(C)C, predict the reaction product. The product is: [F:45][C:39]1[CH:40]=[CH:41][C:42]([F:44])=[CH:43][C:38]=1[S:35]([NH:31][C:27]1[CH:28]=[CH:29][CH:30]=[C:25]([C:16]2[C:17]([C:19]3[CH:24]=[CH:23][N:22]=[CH:21][CH:20]=3)=[CH:18][N:14]([CH:11]3[CH2:10][CH2:9][NH:8][CH2:13][CH2:12]3)[N:15]=2)[C:26]=1[F:46])(=[O:37])=[O:36]. (4) The product is: [CH3:1][N:2]([CH3:27])[CH2:3][CH2:4][NH:5][C:6]([C:8]1[C:21]2[C:12](=[N:13][C:14]3[C:19]([N:20]=2)=[C:18]2[CH:22]=[CH:23][CH:24]=[C:25]([O:26][C:35](=[O:37])[CH3:36])[C:17]2=[CH:16][CH:15]=3)[CH:11]=[CH:10][CH:9]=1)=[O:7]. Given the reactants [CH3:1][N:2]([CH3:27])[CH2:3][CH2:4][NH:5][C:6]([C:8]1[C:21]2[C:12](=[N:13][C:14]3[C:19]([N:20]=2)=[C:18]2[CH:22]=[CH:23][CH:24]=[C:25]([OH:26])[C:17]2=[CH:16][CH:15]=3)[CH:11]=[CH:10][CH:9]=1)=[O:7].C(N(CC)CC)C.[C:35](Cl)(=[O:37])[CH3:36], predict the reaction product. (5) The product is: [CH3:17][O:16][C:6]1[CH:7]=[C:8]([CH2:11][CH2:12][NH:13][CH:14]=[O:15])[CH:9]=[CH:10][C:5]=1[O:4][CH2:20][C:19]#[CH:18]. Given the reactants C[O-].[Na+].[OH:4][C:5]1[CH:10]=[CH:9][C:8]([CH2:11][CH2:12][NH:13][CH:14]=[O:15])=[CH:7][C:6]=1[O:16][CH3:17].[CH2:18](Br)[C:19]#[CH:20], predict the reaction product. (6) Given the reactants [C:1](Cl)(=[O:4])[CH:2]=[CH2:3].[NH2:6][C:7]1[CH:12]=[C:11]([NH:13][C:14]2[N:19]=[C:18]([C:20]3[CH:21]=[N:22][N:23]4[CH:28]=[CH:27][CH:26]=[CH:25][C:24]=34)[C:17]([Cl:29])=[CH:16][N:15]=2)[C:10]([O:30][CH3:31])=[CH:9][C:8]=1[N:32]1[CH2:37][CH2:36][N:35]([CH2:38][C:39]([N:41]([CH3:43])[CH3:42])=[O:40])[CH2:34][CH2:33]1.CCN(C(C)C)C(C)C, predict the reaction product. The product is: [Cl:29][C:17]1[C:18]([C:20]2[CH:21]=[N:22][N:23]3[CH:28]=[CH:27][CH:26]=[CH:25][C:24]=23)=[N:19][C:14]([NH:13][C:11]2[C:10]([O:30][CH3:31])=[CH:9][C:8]([N:32]3[CH2:33][CH2:34][N:35]([CH2:38][C:39]([N:41]([CH3:42])[CH3:43])=[O:40])[CH2:36][CH2:37]3)=[C:7]([NH:6][C:1](=[O:4])[CH:2]=[CH2:3])[CH:12]=2)=[N:15][CH:16]=1. (7) Given the reactants [OH:1][C:2]1[CH:3]=[C:4]2[C:9](=[CH:10][CH:11]=1)[C:8]([NH:12][C:13](=[O:20])[C:14]1[CH:19]=[CH:18][CH:17]=[CH:16][CH:15]=1)=[N:7][CH:6]=[CH:5]2.C(N(CC)CC)C.N1C=CC=CC=1.[CH3:34][N:35]([CH3:39])[C:36](Cl)=[S:37], predict the reaction product. The product is: [C:13]([NH:12][C:8]1[C:9]2[C:4](=[CH:3][C:2]([O:1][C:36](=[S:37])[N:35]([CH3:39])[CH3:34])=[CH:11][CH:10]=2)[CH:5]=[CH:6][N:7]=1)(=[O:20])[C:14]1[CH:19]=[CH:18][CH:17]=[CH:16][CH:15]=1.